From a dataset of Full USPTO retrosynthesis dataset with 1.9M reactions from patents (1976-2016). Predict the reactants needed to synthesize the given product. (1) Given the product [F:21][C:2]([F:1])([F:20])[C:3]1[CH:4]=[CH:5][C:6]([CH2:7][CH:8]2[CH2:13][CH:12]([C:14]([O:16][CH3:17])=[O:15])[CH2:11][CH2:10][N:9]2[C:31]([O:32][CH3:33])=[O:34])=[CH:18][CH:19]=1, predict the reactants needed to synthesize it. The reactants are: [F:1][C:2]([F:21])([F:20])[C:3]1[CH:19]=[CH:18][C:6]([CH2:7][CH:8]2[CH2:13][CH:12]([C:14]([O:16][CH3:17])=[O:15])[CH2:11][CH2:10][NH:9]2)=[CH:5][CH:4]=1.CCN(C(C)C)C(C)C.[C:31](Cl)(=[O:34])[O:32][CH3:33]. (2) Given the product [NH2:19][C:10]1[C:11]2[O:15][CH2:14][O:13][C:12]=2[C:16]([C:27]#[C:26][CH2:25][O:24][CH2:23][C:22]([NH:21][CH3:20])=[O:28])=[CH:17][C:9]=1[Cl:8], predict the reactants needed to synthesize it. The reactants are: C(NC(C)C)(C)C.[Cl:8][C:9]1[CH:17]=[C:16](I)[C:12]2[O:13][CH2:14][O:15][C:11]=2[C:10]=1[NH2:19].[CH3:20][NH:21][C:22](=[O:28])[CH2:23][O:24][CH2:25][C:26]#[CH:27]. (3) Given the product [CH2:1]([O:3][C:4](=[O:17])[C:5]1[CH:6]=[CH:7][C:8]([NH:11][C:12]2[S:13][C:14]([Br:18])=[CH:15][N:16]=2)=[CH:9][CH:10]=1)[CH3:2], predict the reactants needed to synthesize it. The reactants are: [CH2:1]([O:3][C:4](=[O:17])[C:5]1[CH:10]=[CH:9][C:8]([NH:11][C:12]2[S:13][CH:14]=[CH:15][N:16]=2)=[CH:7][CH:6]=1)[CH3:2].[Br:18]Br. (4) Given the product [Cl:4][C:5]1[C:6]([N:13]2[CH:18]3[CH2:19][CH2:20][CH:14]2[CH2:15][C:16](=[N:2][OH:3])[CH2:17]3)=[N:7][CH:8]=[N:9][C:10]=1[CH2:11][CH3:12], predict the reactants needed to synthesize it. The reactants are: Cl.[NH2:2][OH:3].[Cl:4][C:5]1[C:6]([N:13]2[CH:18]3[CH2:19][CH2:20][CH:14]2[CH2:15][C:16](=O)[CH2:17]3)=[N:7][CH:8]=[N:9][C:10]=1[CH2:11][CH3:12].C([O-])(=O)C.[Na+].